From a dataset of Full USPTO retrosynthesis dataset with 1.9M reactions from patents (1976-2016). Predict the reactants needed to synthesize the given product. (1) Given the product [Cl:61][C:58]1[CH:59]=[CH:60][C:55]([C:53]2[C:52]3[CH:62]=[C:63]([O:66][CH3:67])[CH:64]=[CH:65][C:51]=3[N:50]3[C:68]([CH3:71])=[N:69][N:70]=[C:49]3[C@H:48]([CH2:47][C:46]([NH:45][CH2:44][CH2:43][NH:42][C:5](=[O:7])[C:4]3[CH:8]=[CH:9][C:10]([OH:11])=[C:2]([OH:1])[CH:3]=3)=[O:72])[N:54]=2)=[CH:56][CH:57]=1, predict the reactants needed to synthesize it. The reactants are: [OH:1][C:2]1[CH:3]=[C:4]([CH:8]=[CH:9][C:10]=1[OH:11])[C:5]([OH:7])=O.CCN=C=NCCCN(C)C.CCN(C(C)C)C(C)C.C1C=CC2N(O)N=NC=2C=1.[NH2:42][CH2:43][CH2:44][NH:45][C:46](=[O:72])[CH2:47][C@@H:48]1[N:54]=[C:53]([C:55]2[CH:60]=[CH:59][C:58]([Cl:61])=[CH:57][CH:56]=2)[C:52]2[CH:62]=[C:63]([O:66][CH3:67])[CH:64]=[CH:65][C:51]=2[N:50]2[C:68]([CH3:71])=[N:69][N:70]=[C:49]12. (2) Given the product [C:49]([C:53]1[CH:57]=[C:56]([NH:58][C:20]([NH:19][CH2:18][C:17]2[CH:30]=[CH:31][CH:32]=[CH:33][C:16]=2[CH2:15][O:14][C:10]2[CH:11]=[C:12]([CH3:13])[N:7]([CH2:6][C:5]3[CH:36]=[CH:37][CH:38]=[C:3]([O:2][CH3:1])[CH:4]=3)[C:8](=[O:35])[C:9]=2[CH3:34])=[O:29])[N:55]([C:68]2[CH:73]=[CH:72][CH:71]=[C:70]([O:74][CH2:75][CH2:76][OH:77])[CH:69]=2)[N:54]=1)([CH3:52])([CH3:50])[CH3:51], predict the reactants needed to synthesize it. The reactants are: [CH3:1][O:2][C:3]1[CH:4]=[C:5]([CH:36]=[CH:37][CH:38]=1)[CH2:6][N:7]1[C:12]([CH3:13])=[CH:11][C:10]([O:14][CH2:15][C:16]2[CH:33]=[CH:32][CH:31]=[CH:30][C:17]=2[CH2:18][N:19]2C(=O)C3C(=CC=CC=3)[C:20]2=[O:29])=[C:9]([CH3:34])[C:8]1=[O:35].O.NN.C(N(CC)CC)C.[C:49]([C:53]1[CH:57]=[C:56]([NH:58]C(=O)OC2C=CC=CC=2)[N:55]([C:68]2[CH:73]=[CH:72][CH:71]=[C:70]([O:74][CH2:75][CH2:76][O:77]C3CCCCO3)[CH:69]=2)[N:54]=1)([CH3:52])([CH3:51])[CH3:50].O.C1(C)C=CC(S(O)(=O)=O)=CC=1. (3) Given the product [CH3:1][N:2]([C@H:3]1[CH2:4][CH2:5][C@H:6]([CH2:9][CH2:10][CH2:11][CH2:12][N:39]2[CH2:44][CH2:43][CH2:42][CH2:41][CH2:40]2)[CH2:7][CH2:8]1)[S:33]([C:30]1[CH:31]=[CH:32][C:27]([C:26]([F:38])([F:37])[F:25])=[CH:28][CH:29]=1)(=[O:35])=[O:34], predict the reactants needed to synthesize it. The reactants are: [CH3:1][NH:2][C@H:3]1[CH2:8][CH2:7][C@H:6]([CH2:9][CH2:10][CH2:11][CH2:12]OS(C)(=O)=O)[CH2:5][CH2:4]1.FC(F)(F)C(O)=O.[F:25][C:26]([F:38])([F:37])[C:27]1[CH:32]=[CH:31][C:30]([S:33](Cl)(=[O:35])=[O:34])=[CH:29][CH:28]=1.[NH:39]1[CH2:44][CH2:43][CH2:42][CH2:41][CH2:40]1. (4) Given the product [F:20][C:21]([F:27])([F:26])[S:22]([NH:25][CH2:13][C:12]1[CH:15]=[CH:16][N:17]=[CH:18][C:11]=1[C:8]1[CH:9]=[CH:10][C:5]2[O:4][C:3](=[O:19])[N:2]([CH3:1])[C:6]=2[CH:7]=1)(=[O:24])=[O:23], predict the reactants needed to synthesize it. The reactants are: [CH3:1][N:2]1[C:6]2[CH:7]=[C:8]([C:11]3[CH:18]=[N:17][CH:16]=[CH:15][C:12]=3[CH:13]=O)[CH:9]=[CH:10][C:5]=2[O:4][C:3]1=[O:19].[F:20][C:21]([F:27])([F:26])[S:22]([NH2:25])(=[O:24])=[O:23].C(O)(=O)C.C(O[BH-](OC(=O)C)OC(=O)C)(=O)C.[Na+]. (5) Given the product [C:30]1([CH3:40])[CH:35]=[CH:34][C:33]([S:36]([O:25][C@@H:23]2[CH2:22][CH2:21][C@@:20]3([CH3:26])[C@H:19]([CH2:18][C@@H:17]([OH:27])[C@@H:16]4[C@@H:15]3[CH2:14][C@H:13]([OH:28])[C@@:12]3([CH3:29])[C@H:11]4[CH2:10][CH2:9][C@@H:8]3[C@H:2]([CH3:1])[CH2:3][CH2:4][CH2:42][C:41]([OH:44])=[O:43])[CH2:24]2)(=[O:38])=[O:37])=[CH:32][CH:31]=1, predict the reactants needed to synthesize it. The reactants are: [CH3:1][C@@H:2]([C@@H:8]1[C@@:12]2([CH3:29])[C@@H:13]([OH:28])[CH2:14][C@@H:15]3[C@@:20]4([CH3:26])[CH2:21][CH2:22][C@@H:23]([OH:25])[CH2:24][C@H:19]4[CH2:18][C@@H:17]([OH:27])[C@H:16]3[C@@H:11]2[CH2:10][CH2:9]1)[CH2:3][CH2:4]C(O)=O.[C:30]1([CH3:40])[CH:35]=[CH:34][C:33]([S:36](Cl)(=[O:38])=[O:37])=[CH:32][CH:31]=1.[C:41]([O:44]CC)(=[O:43])[CH3:42].O. (6) Given the product [Cl:11][C:12]1[CH:13]=[C:14]([CH:15]=[C:16]([CH2:18][O:19][CH:20]2[CH2:25][CH2:24][CH2:23][CH2:22][O:21]2)[CH:17]=1)[CH:26]=[O:27], predict the reactants needed to synthesize it. The reactants are: CS(C)=O.C(Cl)(=O)C(Cl)=O.[Cl:11][C:12]1[CH:13]=[C:14]([CH2:26][OH:27])[CH:15]=[C:16]([CH2:18][O:19][CH:20]2[CH2:25][CH2:24][CH2:23][CH2:22][O:21]2)[CH:17]=1.C(N(CC)CC)C.